From a dataset of Full USPTO retrosynthesis dataset with 1.9M reactions from patents (1976-2016). Predict the reactants needed to synthesize the given product. (1) The reactants are: Cl[CH2:2][C:3]1[N:4]=[C:5]([C:9]2[CH:14]=[CH:13][CH:12]=[CH:11][CH:10]=2)[O:6][C:7]=1[CH3:8].C[O:16][C:17]([C:19]1[C:27]2[C:22](=[CH:23][CH:24]=[CH:25][CH:26]=2)[NH:21][N:20]=1)=[O:18]. Given the product [CH3:8][C:7]1[O:6][C:5]([C:9]2[CH:14]=[CH:13][CH:12]=[CH:11][CH:10]=2)=[N:4][C:3]=1[CH2:2][N:21]1[C:22]2[C:27](=[CH:26][CH:25]=[CH:24][CH:23]=2)[C:19]([C:17]([OH:18])=[O:16])=[N:20]1, predict the reactants needed to synthesize it. (2) The reactants are: [OH-].[K+].[NH2:3][CH2:4][C:5]([OH:7])=[O:6].[N+:8]([C:11]1[CH:12]=[C:13]([N:17]=[C:18]=[O:19])[CH:14]=[CH:15][CH:16]=1)([O-:10])=[O:9]. Given the product [N+:8]([C:11]1[CH:12]=[C:13]([NH:17][C:18]([NH:3][CH2:4][C:5]([OH:7])=[O:6])=[O:19])[CH:14]=[CH:15][CH:16]=1)([O-:10])=[O:9], predict the reactants needed to synthesize it. (3) Given the product [NH:3]1[C:4]2[CH:9]=[CH:8][CH:7]=[CH:6][C:5]=2[N:1]=[C:2]1[C:10]1[C:18]2[C:13](=[CH:14][CH:15]=[C:16]([NH:19][S:44]([C:39]3[CH:40]=[CH:41][CH:42]=[CH:43][C:38]=3[S:35]([CH3:34])(=[O:37])=[O:36])(=[O:46])=[O:45])[CH:17]=2)[N:12]([CH2:20][O:21][CH2:22][CH2:23][Si:24]([CH3:27])([CH3:26])[CH3:25])[N:11]=1, predict the reactants needed to synthesize it. The reactants are: [NH:1]1[C:5]2[CH:6]=[CH:7][CH:8]=[CH:9][C:4]=2[N:3]=[C:2]1[C:10]1[C:18]2[C:13](=[CH:14][CH:15]=[C:16]([NH2:19])[CH:17]=2)[N:12]([CH2:20][O:21][CH2:22][CH2:23][Si:24]([CH3:27])([CH3:26])[CH3:25])[N:11]=1.N1C=CC=CC=1.[CH3:34][S:35]([C:38]1[CH:43]=[CH:42][CH:41]=[CH:40][C:39]=1[S:44](Cl)(=[O:46])=[O:45])(=[O:37])=[O:36]. (4) The reactants are: [N:1]([CH2:4][CH2:5][CH2:6][N:7]1[CH:11]=[CH:10][N:9]=[C:8]1[CH:12]=O)=[N+:2]=[N-:3].[NH2:14][OH:15].Cl.C([O-])([O-])=O.[Na+].[Na+]. Given the product [N:1]([CH2:4][CH2:5][CH2:6][N:7]1[CH:11]=[CH:10][N:9]=[C:8]1[CH:12]=[N:14][OH:15])=[N+:2]=[N-:3], predict the reactants needed to synthesize it. (5) Given the product [CH:1]1([C:6]2([CH2:14][CH2:15][C:16]3[CH:21]=[C:20]([CH2:22][CH3:23])[C:19]([OH:24])=[CH:18][C:17]=3[O:25][CH3:26])[O:11][C:10](=[O:12])[C:9]([CH2:27][C:28]3[N:29]=[CH:30][NH:31][C:32]=3[CH3:33])=[C:8]([OH:13])[CH2:7]2)[CH2:5][CH2:4][CH2:3][CH2:2]1, predict the reactants needed to synthesize it. The reactants are: [CH:1]1([C:6]2([CH2:14][CH2:15][C:16]3[CH:21]=[C:20]([CH2:22][CH3:23])[C:19]([OH:24])=[CH:18][C:17]=3[O:25][CH3:26])[O:11][C:10](=[O:12])[CH2:9][C:8](=[O:13])[CH2:7]2)[CH2:5][CH2:4][CH2:3][CH2:2]1.[CH3:27][C:28]1[N:29]=[CH:30][NH:31][C:32]=1[CH:33]=O.CC1C=NC2N(N=C(C=O)N=2)C=1. (6) The reactants are: [NH2:1][C:2]1[CH:10]=[CH:9][CH:8]=[C:7]([Cl:11])[C:3]=1[C:4]([OH:6])=O.O=S(Cl)Cl.[F:16][C:17]1[CH:23]=[CH:22][CH:21]=[CH:20][C:18]=1[NH2:19].C(Cl)(Cl)Cl. Given the product [NH2:1][C:2]1[CH:10]=[CH:9][CH:8]=[C:7]([Cl:11])[C:3]=1[C:4]([NH:19][C:18]1[CH:20]=[CH:21][CH:22]=[CH:23][C:17]=1[F:16])=[O:6], predict the reactants needed to synthesize it. (7) Given the product [CH3:1][N:2]([C:12]1[N:21]=[CH:20][C:19]2[CH:18]=[CH:17][C:16]3[N:22]=[C:23]([CH3:25])[S:24][C:15]=3[C:14]=2[N:13]=1)[C:3]1[CH:8]=[CH:7][CH:6]=[C:5]([N+:9]([O-:11])=[O:10])[CH:4]=1, predict the reactants needed to synthesize it. The reactants are: [CH3:1][N:2]([C:12]1[N:21]=[CH:20][C:19]2[CH2:18][CH2:17][C:16]3[N:22]=[C:23]([CH3:25])[S:24][C:15]=3[C:14]=2[N:13]=1)[C:3]1[CH:8]=[CH:7][CH:6]=[C:5]([N+:9]([O-:11])=[O:10])[CH:4]=1.ClC1C(=O)C(C#N)=C(C#N)C(=O)C=1Cl.